From a dataset of Forward reaction prediction with 1.9M reactions from USPTO patents (1976-2016). Predict the product of the given reaction. (1) Given the reactants Br[C:2]1[CH:3]=[CH:4][C:5]([C:8]2[CH2:12][C@@H:11]([CH2:13][O:14][CH2:15][CH2:16][N:17]3[CH2:22][CH2:21][O:20][CH2:19][CH2:18]3)[O:10][N:9]=2)=[N:6][CH:7]=1.[F:23][C:24]1[CH:25]=[C:26]([N:39]2[CH2:43][C@H:42]([CH2:44][N:45]3[CH:49]=[CH:48][N:47]=[N:46]3)[O:41][C:40]2=[O:50])[CH:27]=[CH:28][C:29]=1B1OC(C)(C)C(C)(C)O1.C(=O)([O-])[O-].[K+].[K+], predict the reaction product. The product is: [F:23][C:24]1[CH:25]=[C:26]([N:39]2[CH2:43][C@@H:42]([CH2:44][N:45]3[CH:49]=[CH:48][N:47]=[N:46]3)[O:41][C:40]2=[O:50])[CH:27]=[CH:28][C:29]=1[C:2]1[CH:7]=[N:6][C:5]([C:8]2[CH2:12][C@@H:11]([CH2:13][O:14][CH2:15][CH2:16][N:17]3[CH2:22][CH2:21][O:20][CH2:19][CH2:18]3)[O:10][N:9]=2)=[CH:4][CH:3]=1. (2) Given the reactants [ClH:1].[N:2]1[CH:7]=[CH:6][C:5]([C:8]2[CH:9]=[C:10]([CH:14]=[CH:15][CH:16]=2)[CH:11]=[N:12]O)=[CH:4][CH:3]=1.[H][H], predict the reaction product. The product is: [ClH:1].[N:2]1[CH:7]=[CH:6][C:5]([C:8]2[CH:9]=[C:10]([CH:14]=[CH:15][CH:16]=2)[CH2:11][NH2:12])=[CH:4][CH:3]=1. (3) Given the reactants [Cl:1][C:2]1[N:3]=[C:4]([C:9]([NH:11][CH:12]2[CH2:15][N:14]([C:16]3[S:17][C:18]([C:22]([O:24]CC)=[O:23])=[C:19]([CH3:21])[N:20]=3)[CH2:13]2)=[O:10])[NH:5][C:6]=1[CH2:7][CH3:8].[OH-].[Li+].C1COCC1.O, predict the reaction product. The product is: [Cl:1][C:2]1[N:3]=[C:4]([C:9]([NH:11][CH:12]2[CH2:13][N:14]([C:16]3[S:17][C:18]([C:22]([OH:24])=[O:23])=[C:19]([CH3:21])[N:20]=3)[CH2:15]2)=[O:10])[NH:5][C:6]=1[CH2:7][CH3:8]. (4) Given the reactants C([O:8][C:9]1[CH:14]=[CH:13][C:12]([CH2:15][CH2:16][C:17]([C:46]([O:48][C:49]([CH3:52])([CH3:51])[CH3:50])=[O:47])([C:36]([O:38]CC2C=CC=CC=2)=[O:37])[CH2:18][CH2:19][C@H:20]([NH:28][C:29]([O:31][C:32]([CH3:35])([CH3:34])[CH3:33])=[O:30])[C:21]([O:23][C:24]([CH3:27])([CH3:26])[CH3:25])=[O:22])=[CH:11][CH:10]=1)C1C=CC=CC=1, predict the reaction product. The product is: [C:24]([O:23][C:21](=[O:22])[C@@H:20]([NH:28][C:29]([O:31][C:32]([CH3:35])([CH3:34])[CH3:33])=[O:30])[CH2:19][CH2:18][C:17]([C:46]([O:48][C:49]([CH3:50])([CH3:51])[CH3:52])=[O:47])([CH2:16][CH2:15][C:12]1[CH:13]=[CH:14][C:9]([OH:8])=[CH:10][CH:11]=1)[C:36]([OH:38])=[O:37])([CH3:25])([CH3:26])[CH3:27]. (5) Given the reactants [CH:1]1([CH2:4][CH:5]([C:7]2[N:11]([CH3:12])[C:10]([S:13][CH2:14][CH:15]3[CH2:17][CH2:16]3)=[N:9][N:8]=2)[NH2:6])[CH2:3][CH2:2]1.[Cl:18][C:19]1[CH:27]=[C:26]([Cl:28])[CH:25]=[CH:24][C:20]=1[C:21](Cl)=[O:22].C(N(CC)CC)C, predict the reaction product. The product is: [Cl:18][C:19]1[CH:27]=[C:26]([Cl:28])[CH:25]=[CH:24][C:20]=1[C:21]([NH:6][CH:5]([C:7]1[N:11]([CH3:12])[C:10]([S:13][CH2:14][CH:15]2[CH2:17][CH2:16]2)=[N:9][N:8]=1)[CH2:4][CH:1]1[CH2:2][CH2:3]1)=[O:22]. (6) Given the reactants C([O:3][C:4](=[O:31])[CH2:5][C@H:6]([NH:23][C:24](=[O:30])[CH2:25][CH2:26][C:27]([OH:29])=[O:28])[CH2:7][C:8]1[CH:13]=[CH:12][C:11]([C:14]2[CH:19]=[C:18]([F:20])[CH:17]=[CH:16][C:15]=2[O:21][CH3:22])=[CH:10][CH:9]=1)C.[OH-].[Na+], predict the reaction product. The product is: [C:4]([CH2:5][C@H:6]([NH:23][C:24](=[O:30])[CH2:25][CH2:26][C:27]([OH:29])=[O:28])[CH2:7][C:8]1[CH:13]=[CH:12][C:11]([C:14]2[CH:19]=[C:18]([F:20])[CH:17]=[CH:16][C:15]=2[O:21][CH3:22])=[CH:10][CH:9]=1)([OH:31])=[O:3]. (7) Given the reactants C([O:8][C:9](=[O:42])[CH2:10][O:11][C:12]1[CH:17]=[CH:16][C:15]([NH:18][C:19]([C:21]2[C:22]([C:27]3[CH:32]=[CH:31][C:30]([C:33]([F:36])([F:35])[F:34])=[CH:29][CH:28]=3)=[CH:23][CH:24]=[CH:25][CH:26]=2)=[O:20])=[C:14]([C:37](=[O:41])[N:38]([CH3:40])[CH3:39])[CH:13]=1)C1C=CC=CC=1, predict the reaction product. The product is: [CH3:39][N:38]([CH3:40])[C:37]([C:14]1[CH:13]=[C:12]([CH:17]=[CH:16][C:15]=1[NH:18][C:19]([C:21]1[C:22]([C:27]2[CH:28]=[CH:29][C:30]([C:33]([F:34])([F:35])[F:36])=[CH:31][CH:32]=2)=[CH:23][CH:24]=[CH:25][CH:26]=1)=[O:20])[O:11][CH2:10][C:9]([OH:42])=[O:8])=[O:41]. (8) Given the reactants [NH2:1][C:2]1[S:3][C:4]2[CH:10]=[C:9]([OH:11])[CH:8]=[CH:7][C:5]=2[N:6]=1.[CH:12]1([C:15](Cl)=[O:16])[CH2:14][CH2:13]1.O.[OH-].[Li+].[OH-].[Na+], predict the reaction product. The product is: [OH:11][C:9]1[CH:8]=[CH:7][C:5]2[N:6]=[C:2]([NH:1][C:15]([CH:12]3[CH2:14][CH2:13]3)=[O:16])[S:3][C:4]=2[CH:10]=1. (9) Given the reactants Cl[CH2:2][C:3]([CH3:8])([CH3:7])[C:4]([OH:6])=[O:5].[N-:9]=[N+:10]=[N-:11].[Na+].Cl, predict the reaction product. The product is: [N:9]([CH2:2][C:3]([CH3:8])([CH3:7])[C:4]([OH:6])=[O:5])=[N+:10]=[N-:11]. (10) The product is: [CH:2]1([CH2:13][CH:28]=[CH2:27])[O:8][C@H:7]([CH2:9][OH:10])[C@@H:5]([OH:6])[C@@H:3]1[OH:4]. Given the reactants O(C)[CH:2]1[O:8][C@H:7]([CH2:9][OH:10])[C@@H:5]([OH:6])[C@@H:3]1[OH:4].F[C:13](F)(F)S(O[Si](C)(C)C)(=O)=O.O.[OH-].[Na+].[CH3:27][C:28]#N, predict the reaction product.